This data is from Full USPTO retrosynthesis dataset with 1.9M reactions from patents (1976-2016). The task is: Predict the reactants needed to synthesize the given product. (1) Given the product [CH2:1]([S:3]([C:6]1[CH:7]=[C:8]([C:12]2[CH:20]=[C:19]([CH2:21][N:28]3[CH2:33][CH2:32][CH2:30][CH2:29]3)[CH:18]=[C:17]3[C:13]=2[C:14]2[CH:26]=[C:25]([CH3:27])[CH:24]=[N:23][C:15]=2[NH:16]3)[CH:9]=[CH:10][CH:11]=1)(=[O:5])=[O:4])[CH3:2], predict the reactants needed to synthesize it. The reactants are: [CH2:1]([S:3]([C:6]1[CH:7]=[C:8]([C:12]2[CH:20]=[C:19]([CH2:21]O)[CH:18]=[C:17]3[C:13]=2[C:14]2[CH:26]=[C:25]([CH3:27])[CH:24]=[N:23][C:15]=2[NH:16]3)[CH:9]=[CH:10][CH:11]=1)(=[O:5])=[O:4])[CH3:2].[NH:28]1[CH2:33][CH2:32]O[CH2:30][CH2:29]1.C(S(C1C=C(C2C=C(CN(C)C)C=C3C=2C2C=C(C)C=NC=2N3)C=CC=1)(=O)=O)C. (2) The reactants are: CCOCC.Cl[C:7]1[N:12]=[CH:11][C:10]([C:13]([F:16])([F:15])[F:14])=[C:9]([Cl:17])[N:8]=1.[CH2:18]([O:20][P:21]([CH2:26][C:27]1[CH:32]=[CH:31][C:30]([NH2:33])=[C:29]([CH3:34])[CH:28]=1)(=[O:25])[O:22][CH2:23][CH3:24])[CH3:19].C(N(C(C)C)CC)(C)C. Given the product [Cl:17][C:9]1[C:10]([C:13]([F:16])([F:15])[F:14])=[CH:11][N:12]=[C:7]([NH:33][C:30]2[CH:31]=[CH:32][C:27]([CH2:26][P:21](=[O:25])([O:20][CH2:18][CH3:19])[O:22][CH2:23][CH3:24])=[CH:28][C:29]=2[CH3:34])[N:8]=1, predict the reactants needed to synthesize it.